From a dataset of Forward reaction prediction with 1.9M reactions from USPTO patents (1976-2016). Predict the product of the given reaction. (1) Given the reactants [F:1][C:2]1[CH:7]=[C:6]([O:8][CH3:9])[CH:5]=[CH:4][C:3]=1[OH:10].Br[C:12]1[CH:20]=[CH:19][C:18]([Br:21])=[CH:17][C:13]=1[C:14]([OH:16])=[O:15].CCOC(C)=O.C(=O)([O-])[O-].[Cs+].[Cs+], predict the reaction product. The product is: [Br:21][C:18]1[CH:19]=[CH:20][C:12]([O:10][C:3]2[CH:4]=[CH:5][C:6]([O:8][CH3:9])=[CH:7][C:2]=2[F:1])=[C:13]([CH:17]=1)[C:14]([OH:16])=[O:15]. (2) Given the reactants [OH:1][C:2]1[CH:11]=[C:10]2[C:5]([C:6](=[O:25])[C:7]([C:16]3[CH:24]=[CH:23][C:19]([C:20]([OH:22])=O)=[CH:18][CH:17]=3)=[C:8]([C:12]([F:15])([F:14])[F:13])[O:9]2)=[CH:4][CH:3]=1.CCN=C=NCCCN(C)C.[C:37]([NH:44][NH2:45])([O:39][C:40]([CH3:43])([CH3:42])[CH3:41])=[O:38].CN(C=O)C, predict the reaction product. The product is: [OH:1][C:2]1[CH:11]=[C:10]2[C:5]([C:6](=[O:25])[C:7]([C:16]3[CH:17]=[CH:18][C:19]([C:20]([NH:45][NH:44][C:37]([O:39][C:40]([CH3:43])([CH3:42])[CH3:41])=[O:38])=[O:22])=[CH:23][CH:24]=3)=[C:8]([C:12]([F:13])([F:14])[F:15])[O:9]2)=[CH:4][CH:3]=1. (3) The product is: [Cl:1][C:2]1[CH:32]=[CH:31][C:5]([CH2:6][N:7]2[C:15]3[C:10](=[CH:11][C:12](/[CH:16]=[C:17]4/[C:18](=[O:30])[N:19]([C@@H:23]5[CH2:28][CH2:27][N:26]([CH:38]([CH3:40])[CH3:37])[CH2:25][C@H:24]5[F:29])[C:20](=[O:22])[S:21]/4)=[CH:13][CH:14]=3)[CH:9]=[N:8]2)=[C:4]([C:33]([F:36])([F:35])[F:34])[CH:3]=1. Given the reactants [Cl:1][C:2]1[CH:32]=[CH:31][C:5]([CH2:6][N:7]2[C:15]3[C:10](=[CH:11][C:12](/[CH:16]=[C:17]4/[C:18](=[O:30])[N:19]([C@@H:23]5[CH2:28][CH2:27][NH:26][CH2:25][C@H:24]5[F:29])[C:20](=[O:22])[S:21]/4)=[CH:13][CH:14]=3)[CH:9]=[N:8]2)=[C:4]([C:33]([F:36])([F:35])[F:34])[CH:3]=1.[CH3:37][C:38]([CH3:40])=O, predict the reaction product. (4) Given the reactants [OH:1][C:2]1[CH:7]=[CH:6][C:5]([S:8][CH:9]2[CH2:13][CH2:12][N:11]([CH2:14][CH2:15][C:16](=[O:24])[CH2:17][C:18]3[CH:23]=[CH:22][CH:21]=[CH:20][CH:19]=3)[CH2:10]2)=[CH:4][CH:3]=1.[BH4-].[Na+].Cl.C([O-])(O)=O.[Na+], predict the reaction product. The product is: [OH:24][CH:16]([CH2:17][C:18]1[CH:23]=[CH:22][CH:21]=[CH:20][CH:19]=1)[CH2:15][CH2:14][N:11]1[CH2:12][CH2:13][CH:9]([S:8][C:5]2[CH:6]=[CH:7][C:2]([OH:1])=[CH:3][CH:4]=2)[CH2:10]1. (5) Given the reactants [NH:1]1[C:9]2[C:4](=[CH:5][C:6]([CH:10]=O)=[CH:7][CH:8]=2)[CH:3]=[CH:2]1.[NH2:12][C@@H:13]([CH2:29][C:30]1[CH:35]=[CH:34][CH:33]=[CH:32][CH:31]=1)[C:14]([N:16]1[CH2:21][CH2:20][N:19]([CH2:22][C:23]2[CH:28]=[CH:27][CH:26]=[CH:25][CH:24]=2)[CH2:18][CH2:17]1)=[O:15].[BH4-].[Na+].O, predict the reaction product. The product is: [CH2:22]([N:19]1[CH2:18][CH2:17][N:16]([C:14](=[O:15])[C@@H:13]([NH:12][CH2:10][C:6]2[CH:5]=[C:4]3[C:9](=[CH:8][CH:7]=2)[NH:1][CH:2]=[CH:3]3)[CH2:29][C:30]2[CH:35]=[CH:34][CH:33]=[CH:32][CH:31]=2)[CH2:21][CH2:20]1)[C:23]1[CH:24]=[CH:25][CH:26]=[CH:27][CH:28]=1. (6) Given the reactants [Br:1][C:2]1[CH:3]=[N:4][CH:5]=[C:6]([C:8]#[C:9][C:10]2[CH:15]=[CH:14][C:13]([O:16][CH3:17])=[CH:12][CH:11]=2)[CH:7]=1.[OH2:18].CS(C)=[O:21], predict the reaction product. The product is: [Br:1][C:2]1[CH:7]=[C:6]([C:8](=[O:21])[C:9]([C:10]2[CH:15]=[CH:14][C:13]([O:16][CH3:17])=[CH:12][CH:11]=2)=[O:18])[CH:5]=[N:4][CH:3]=1. (7) Given the reactants [Cl:1][C:2]1[C:3]2[N:4]([C:16]([CH3:19])=[CH:17][CH:18]=2)[C:5]([C:8]([N:10]2[CH2:15][CH2:14][O:13][CH2:12][CH2:11]2)=[O:9])=[CH:6][N:7]=1.[Cl:20][C:21]1[CH:22]=[C:23]([CH:25]=[CH:26][CH:27]=1)[NH2:24].CS(O)(=O)=O, predict the reaction product. The product is: [ClH:1].[Cl:20][C:21]1[CH:22]=[C:23]([NH:24][C:2]2[C:3]3[N:4]([C:16]([CH3:19])=[CH:17][CH:18]=3)[C:5]([C:8]([N:10]3[CH2:15][CH2:14][O:13][CH2:12][CH2:11]3)=[O:9])=[CH:6][N:7]=2)[CH:25]=[CH:26][CH:27]=1.